Dataset: Full USPTO retrosynthesis dataset with 1.9M reactions from patents (1976-2016). Task: Predict the reactants needed to synthesize the given product. (1) Given the product [Cl:1][C:2]1[CH:7]=[C:6]2[NH:8][C:9](=[O:31])[C:10]3([CH:15]([C:16]4[CH:21]=[CH:20][CH:19]=[C:18]([Cl:22])[CH:17]=4)[CH2:14][C:13](=[O:23])[N:12]([CH2:24][C:25]([NH:39][CH:33]4[CH2:37][CH2:34]4)=[O:26])[CH:11]3[C:28]([CH3:30])=[CH2:29])[C:5]2=[CH:4][CH:3]=1, predict the reactants needed to synthesize it. The reactants are: [Cl:1][C:2]1[CH:7]=[C:6]2[NH:8][C:9](=[O:31])[C:10]3([CH:15]([C:16]4[CH:21]=[CH:20][CH:19]=[C:18]([Cl:22])[CH:17]=4)[CH2:14][C:13](=[O:23])[N:12]([CH2:24][C:25](F)=[O:26])[CH:11]3[C:28]([CH3:30])=[CH2:29])[C:5]2=[CH:4][CH:3]=1.N[C:33]([CH3:37])(C)[CH2:34]O.C[N:39]1CCOCC1. (2) Given the product [CH2:1]([O:3][C:4]([C:6]1([C:9]2[CH:10]=[CH:11][C:12]([C:15]3[CH:20]=[CH:19][C:18]([C:31]4[C:36]([CH:37]([OH:47])[CH2:38][CH2:39][CH2:40][C:41]5[CH:42]=[CH:43][CH:44]=[CH:45][CH:46]=5)=[CH:35][CH:34]=[CH:33][N:32]=4)=[CH:17][CH:16]=3)=[CH:13][CH:14]=2)[CH2:8][CH2:7]1)=[O:5])[CH3:2], predict the reactants needed to synthesize it. The reactants are: [CH2:1]([O:3][C:4]([C:6]1([C:9]2[CH:14]=[CH:13][C:12]([C:15]3[CH:20]=[CH:19][C:18](B4OC(C)(C)C(C)(C)O4)=[CH:17][CH:16]=3)=[CH:11][CH:10]=2)[CH2:8][CH2:7]1)=[O:5])[CH3:2].Br[C:31]1[C:36]([CH:37]([OH:47])[CH2:38][CH2:39][CH2:40][C:41]2[CH:46]=[CH:45][CH:44]=[CH:43][CH:42]=2)=[CH:35][CH:34]=[CH:33][N:32]=1. (3) Given the product [ClH:1].[CH3:9][O:10][C:11]1[CH:12]=[C:13]([C:19]2[CH2:20][CH2:21][C:22](=[O:31])[N:23]([CH:25]3[CH2:30][CH2:29][N:28]([CH2:2][C:3]([N:5]([CH3:7])[CH3:6])=[O:4])[CH2:27][CH2:26]3)[N:24]=2)[CH:14]=[CH:15][C:16]=1[O:17][CH3:18], predict the reactants needed to synthesize it. The reactants are: [Cl:1][CH2:2][C:3]([N:5]([CH3:7])[CH3:6])=[O:4].Cl.[CH3:9][O:10][C:11]1[CH:12]=[C:13]([C:19]2[CH:20](C)[CH2:21][C:22](=[O:31])[N:23]([CH:25]3[CH2:30][CH2:29][NH:28][CH2:27][CH2:26]3)[N:24]=2)[CH:14]=[CH:15][C:16]=1[O:17][CH3:18].Cl.Cl.COC1C=C(C2C(C)CC(=O)N(C3CCN(CC4C=NC=CC=4)CC3)N=2)C=CC=1OC.